From a dataset of Full USPTO retrosynthesis dataset with 1.9M reactions from patents (1976-2016). Predict the reactants needed to synthesize the given product. (1) Given the product [CH2:1]([O:8][C:9]1[CH:10]=[C:11]([O:29][C:30]2[CH:31]=[CH:32][C:33]([S:36]([CH3:39])(=[O:38])=[O:37])=[CH:34][CH:35]=2)[CH:12]=[C:13]2[C:17]=1[NH:16][C:15]([C:18]1[S:19][CH:20]([CH2:23][CH2:24][OH:25])[CH2:21][N:22]=1)=[CH:14]2)[C:2]1[CH:7]=[CH:6][CH:5]=[CH:4][CH:3]=1, predict the reactants needed to synthesize it. The reactants are: [CH2:1]([O:8][C:9]1[CH:10]=[C:11]([O:29][C:30]2[CH:35]=[CH:34][C:33]([S:36]([CH3:39])(=[O:38])=[O:37])=[CH:32][CH:31]=2)[CH:12]=[C:13]2[C:17]=1[NH:16][C:15]([C:18]1[S:19][CH:20]([CH2:23][C:24](OCC)=[O:25])[CH2:21][N:22]=1)=[CH:14]2)[C:2]1[CH:7]=[CH:6][CH:5]=[CH:4][CH:3]=1.[BH4-].[Li+].Cl.C(OCC)(=O)C. (2) Given the product [CH2:8]([C:7]([C:5]1[O:6][C:2]([NH:1][CH2:30][C:26]2[CH:25]=[C:24]3[C:29]([C:20]([C:17]4[CH:18]=[CH:19][C:14]([F:13])=[CH:15][CH:16]=4)=[CH:21][C:22](=[O:32])[O:23]3)=[CH:28][CH:27]=2)=[N:3][N:4]=1)([OH:12])[CH2:10][CH3:11])[CH3:9], predict the reactants needed to synthesize it. The reactants are: [NH2:1][C:2]1[O:6][C:5]([C:7]([OH:12])([CH2:10][CH3:11])[CH2:8][CH3:9])=[N:4][N:3]=1.[F:13][C:14]1[CH:19]=[CH:18][C:17]([C:20]2[C:29]3[C:24](=[CH:25][C:26]([CH:30]=O)=[CH:27][CH:28]=3)[O:23][C:22](=[O:32])[CH:21]=2)=[CH:16][CH:15]=1. (3) Given the product [O:22]=[C:7]1[C:6]2[C:11](=[C:2]([NH:1][C:29](=[O:31])[C:24]3[CH:25]=[CH:32][CH:27]=[CH:28][N:23]=3)[CH:3]=[CH:4][CH:5]=2)[N:10]=[C:9]([C:12]2[CH:17]=[CH:16][CH:15]=[C:14]([C:18]([F:21])([F:20])[F:19])[CH:13]=2)[NH:8]1, predict the reactants needed to synthesize it. The reactants are: [NH2:1][C:2]1[CH:3]=[CH:4][CH:5]=[C:6]2[C:11]=1[N:10]=[C:9]([C:12]1[CH:17]=[CH:16][CH:15]=[C:14]([C:18]([F:21])([F:20])[F:19])[CH:13]=1)[NH:8][C:7]2=[O:22].[N:23]1[CH:28]=[CH:27]N=[CH:25][C:24]=1[C:29]([OH:31])=O.[CH3:32]N(C(ON1N=NC2C=CC=NC1=2)=[N+](C)C)C.F[P-](F)(F)(F)(F)F.CCN(C(C)C)C(C)C. (4) Given the product [CH2:20]([C@H:42]([NH:47][C:15](=[O:16])[CH2:14][C@@H:13]([N:18]1[CH:22]=[CH:21][C:20]([C:23]2[CH:24]=[CH:25][C:26]([C:29]3[CH:34]=[CH:33][CH:32]=[CH:31][CH:30]=3)=[CH:27][CH:28]=2)=[CH:19]1)[C:12]([NH:44][OH:45])=[O:35])[CH2:41][OH:40])[C:23]1[CH:28]=[CH:27][CH:26]=[CH:25][CH:24]=1, predict the reactants needed to synthesize it. The reactants are: C([C@H](N[C:12](=[O:35])[C@H:13]([N:18]1[CH:22]=[CH:21][C:20]([C:23]2[CH:28]=[CH:27][C:26]([C:29]3[CH:34]=[CH:33][CH:32]=[CH:31][CH:30]=3)=[CH:25][CH:24]=2)=[CH:19]1)[CH2:14][C:15](O)=[O:16])CO)C1C=CC=CC=1.CN1[CH2:42][CH2:41][O:40]CC1.Cl.[NH2:44][OH:45].Cl.[NH4+:47].[Cl-]. (5) The reactants are: [NH2:1][C:2]1[C:7](Br)=[CH:6][N:5]=[C:4]([Cl:9])[CH:3]=1.[CH3:10][O:11][C:12]1[CH:17]=[C:16](B(O)O)[CH:15]=[CH:14][N:13]=1.C(=O)([O-])[O-].[Na+].[Na+]. Given the product [Cl:9][C:4]1[N:5]=[CH:6][C:7]([C:16]2[CH:15]=[CH:14][N:13]=[C:12]([O:11][CH3:10])[CH:17]=2)=[C:2]([NH2:1])[CH:3]=1, predict the reactants needed to synthesize it. (6) The reactants are: [OH:1][CH2:2][CH2:3][CH2:4][CH2:5][CH2:6][CH2:7][CH2:8][CH2:9][CH2:10][CH2:11][CH2:12][CH2:13][CH2:14][CH2:15][CH2:16][CH2:17][C:18]1[C:26]2[C:21](=[CH:22][CH:23]=[CH:24][CH:25]=2)[N:20](S(C2C=CC(OC)=CC=2)(=O)=O)[CH:19]=1.P([O-])([O-])(O)=O.[Na+].[Na+].[Cl-].[NH4+]. Given the product [OH:1][CH2:2][CH2:3][CH2:4][CH2:5][CH2:6][CH2:7][CH2:8][CH2:9][CH2:10][CH2:11][CH2:12][CH2:13][CH2:14][CH2:15][CH2:16][CH2:17][C:18]1[C:26]2[C:21](=[CH:22][CH:23]=[CH:24][CH:25]=2)[NH:20][CH:19]=1, predict the reactants needed to synthesize it.